This data is from Catalyst prediction with 721,799 reactions and 888 catalyst types from USPTO. The task is: Predict which catalyst facilitates the given reaction. Reactant: C([O-])([O-])=O.[Cs+].[Cs+].[CH2:7]([N:11]1[C:20](=[O:21])[CH2:19][C:18]2[C:13](=[CH:14][CH:15]=[CH:16][CH:17]=2)[C:12]1=[O:22])[CH2:8][CH:9]=[CH2:10].BrC1C=CC(S(O[C@@H:34]2[CH2:38][N:37]([C:39]([O:41][C:42]([CH3:45])([CH3:44])[CH3:43])=[O:40])[C@H:36]([C:46]([O:48][CH3:49])=[O:47])[CH2:35]2)(=O)=O)=CC=1.CCOC(C)=O. Product: [CH2:7]([N:11]1[C:20]([O:21][C@H:34]2[CH2:38][N:37]([C:39]([O:41][C:42]([CH3:45])([CH3:44])[CH3:43])=[O:40])[C@H:36]([C:46]([O:48][CH3:49])=[O:47])[CH2:35]2)=[CH:19][C:18]2[C:13](=[CH:14][CH:15]=[CH:16][CH:17]=2)[C:12]1=[O:22])[CH2:8][CH:9]=[CH2:10]. The catalyst class is: 179.